From a dataset of HIV replication inhibition screening data with 41,000+ compounds from the AIDS Antiviral Screen. Binary Classification. Given a drug SMILES string, predict its activity (active/inactive) in a high-throughput screening assay against a specified biological target. (1) The drug is CC(C)(C)C1CCC(O)(c2ccccc2)CC1. The result is 0 (inactive). (2) The molecule is CN(C)Cc1cc(C23CC4CC(CC(C4)C2)C3)cc(-c2ccccc2)c1O. The result is 0 (inactive). (3) The molecule is CNC(=O)NCNC(=O)NC. The result is 0 (inactive). (4) The molecule is CC1=C2C(c3ccccc3)C3C=CC2(c2ccccc23)N(C(=O)Nc2cccc3ccccc23)C1=O. The result is 0 (inactive). (5) The compound is CCOC(=O)C=Cc1cccc(F)c1. The result is 0 (inactive). (6) The molecule is CN(C)CCSC1=Nc2ccc(Cl)cc2C(c2ccccc2Cl)=NC1. The result is 0 (inactive). (7) The compound is O=C(c1ccco1)N(C(=S)N1CCN(c2ccccc2)CC1)C1CCCCC1. The result is 0 (inactive).